Dataset: Experimentally validated miRNA-target interactions with 360,000+ pairs, plus equal number of negative samples. Task: Binary Classification. Given a miRNA mature sequence and a target amino acid sequence, predict their likelihood of interaction. (1) The miRNA is hsa-miR-6768-5p with sequence CACACAGGAAAAGCGGGGCCCUG. The protein sequence of the target gene is MADIDNKEQSELDQDLDDVEEVEEEETGEETKLKARQLTVQMMQNPQILAALQERLDGLVETPTGYIESLPRVVKRRVNALKNLQVKCAQIEAKFYEEVHDLERKYAVLYQPLFDKRFEIINAIYEPTEEECEWKPDEEDEISEELKEKAKIEDEKKDEEKEDPKGIPEFWLTVFKNVDLLSDMVQEHDEPILKHLKDIKVKFSDAGQPMSFVLEFHFEPNEYFTNEVLTKTYRMRSEPDDSDPFSFDGPEIMGCTGCQIDWKKGKNVTLKTIKKKQKHKGRGTVRTVTKTVSNDSFFNF.... Result: 1 (interaction). (2) The miRNA is mmu-miR-380-3p with sequence UAUGUAGUAUGGUCCACAUCUU. The protein sequence of the target gene is MWRVKKLSLSLSPSPQTGKPSMRTPLRELTLQPGALTNSGKRSPACSSLTPSLCKLGLQEGSNNSSPVDFVNNKRTDLSSEHFSHSSKWLETCQHESDEQPLDPIPQISSTPKTSEEAVDPLGNYMVKTIVLVPSPLGQQQDMIFEARLDTMAETNSISLNGPLRTDDLVREEVAPCMGDRFSEVAAVSEKPIFQESPSHLLEESPPNPCSEQLHCSKESLSSRTEAVREDLVPSESNAFLPSSVLWLSPSTALAADFRVNHVDPEEEIVEHGAMEEREMRFPTHPKESETEDQALVSSV.... Result: 0 (no interaction). (3) The miRNA is hsa-miR-4694-5p with sequence AGGUGUUAUCCUAUCCAUUUGC. The protein sequence of the target gene is MAWQVSLLELEDWLQCPICLEVFKEPLMLQCGHSYCKGCLVSLSCHLDAELRCPVCRQAVDGSSSLPNVSLARVIEALRLPGDPEPKVCVHHRNPLSLFCEKDQELICGLCGLLGSHQHHPVTPVSTVYSRMKEELAALISELKQEQKKVDELIAKLVNNRTRIVNESDVFSWVIRREFQELHHLVDEEKARCLEGIGGHTRGLVASLDMQLEQAQGTRERLAQAECVLEQFGNEDHHKFIRKFHSMASRAEMPQARPLEGAFSPISFKPGLHQADIKLTVWKRLFRKVLPAPEPLKLDP.... Result: 0 (no interaction). (4) The miRNA is hsa-miR-494-5p with sequence AGGUUGUCCGUGUUGUCUUCUCU. The protein sequence of the target gene is MAAAYLDPNLNHTPSSSTKTHLGTGMERSPGAMERVLKVFHYFESSSEPTTWASIIRHGDATDVRGIIQKIVDSHKVKHVACYGFRLSHLRSEEVHWLHVDMGVSSVREKYELAHPPEEWKYELRIRYLPKGFLNQFTEDKPTLNFFYQQVKSDYMQEIADQVDQEIALKLGCLEIRRSYWEMRGNALEKKSNYEVLEKDVGLKRFFPKSLLDSVKAKTLRKLIQQTFRQFANLNREESILKFFEILSPVYRFDKECFKCALGSSWIISVELAIGPEEGISYLTDKGCNPTHLADFNQVQ.... Result: 0 (no interaction). (5) The miRNA is hsa-miR-4743-5p with sequence UGGCCGGAUGGGACAGGAGGCAU. The protein sequence of the target gene is MKLQVLVLVLLMSWFGVLSWVQAEFFTSIGHMTDLIYAEKDLVQSLKEYILVEEAKLAKIKSWASKMEALTSRSAADPEGYLAHPVNAYKLVKRLNTDWPALGDLVLQDASAGFVANLSVQRQFFPTDEDESGAARALMRLQDTYKLDPDTISRGELPGTKYQAMLSVDDCFGLGRSAYNEGDYYHTVLWMEQVLKQLDAGEEATVTKSLVLDYLSYAVFQLGDLHRAVELTRRLLSLDPSHERAGGNLRYFERLLEEERGKSLSNQTDAGLATQENLYERPTDYLPERDVYESLCRGEG.... Result: 0 (no interaction). (6) The miRNA is hsa-miR-519c-5p with sequence CUCUAGAGGGAAGCGCUUUCUG. The protein sequence of the target gene is MAEAMDLGKDPNGPTHSSTLFVRDDGSSMSFYVRPSPAKRRLSTLILHGGGTVCRVQEPGAVLLAQPGEALAEASGDFISTQYILDCVERNERLELEAYRLGPASAADTGSEAKPGALAEGAAEPEPQRHAGRIAFTDADDVAILTYVKENARSPSSVTGNALWKAMEKSSLTQHSWQSLKDRYLKHLRGQEHKYLLGDAPVSPSSQKLKRKAEEDPEAADSGEPQNKRTPDLPEEEYVKEEIQENEEAVKKMLVEATREFEEVVVDESPPDFEIHITMCDDDPPTPEEDSETQPDEEEE.... Result: 1 (interaction). (7) The miRNA is hsa-miR-4455 with sequence AGGGUGUGUGUGUUUUU. The protein sequence of the target gene is MQAQAPVVVVTQPGVGPGPAPQNSNWQTGMCDCFSDCGVCLCGTFCFPCLGCQVAADMNECCLCGTSVAMRTLYRTRYGIPGSICDDYMATLCCPHCTLCQIKRDINRRRAMRTF. Result: 1 (interaction). (8) The protein sequence of the target gene is MSLAGGRAPRKTAGNRLSGLLEAEEEDEFYQTTYGGFTEESGDDEYQGDQSDTEDEVDSDFDIDEGDEPSSDGEAEEPRRKRRVVTKAYKEPLKSLRPRKVSTPASSSQKAREEKTLLPLELQDDGSDSRKSMRQSTAEHTRQTFLRVQERQGQSRRRKGPHCERPLTQEELLREAKITEELNLRSLETYERLEADKKKQVHKKRKCPGPIITYHSVTVPLVGEPGPKEENVDVEGLDPAPTASALAPHAGTGTGAAAATPPAHCSRTFITFSDDATFEEWFPQGRPPKVPVREVCPVTH.... The miRNA is hsa-miR-3620-5p with sequence GUGGGCUGGGCUGGGCUGGGCC. Result: 0 (no interaction). (9) Result: 0 (no interaction). The miRNA is hsa-miR-6790-5p with sequence GUGAGUGUGGAUUUGGCGGGGUU. The protein sequence of the target gene is MADIDNKEQSELDQDLDDVEEVEEEETGEETKLKARQLTVQMMQNPQILAALQERLDGLVETPTGYIESLPRVVKRRVNALKNLQVKCAQIEAKFYEEVHDLERKYAVLYQPLFDKRFEIINAIYEPTEEECEWKPDEEDEISEELKEKAKIEDEKKDEEKEDPKGIPEFWLTVFKNVDLLSDMVQEHDEPILKHLKDIKVKFSDAGQPMSFVLEFHFEPNEYFTNEVLTKTYRMRSEPDDSDPFSFDGPEIMGCTGCQIDWKKGKNVTLKTIKKKQKHKGRGTVRTVTKTVSNDSFFNF.... (10) The protein sequence of the target gene is MAGLNVSLSFFFATFTLCEAARRASKALLPVGAYEVFAREAMRTLVELGPWAGDFGPDLLLTLLFLLFLAHGVTLDGASANPTVSLQEFLMAEESLPGTLLKLAAQGLGMQAACTLTRLCWAWELSDLHLLQSLMAQSCSSALRTSVPHGALVEAACAFCFHLTLLHLRHSPPAYSGPAVALLVTVTAYTAGPFTSAFFNPALAASVTFACSGHTLLEYVQVYWLGPLTGMVLAVLLHQGRLPHLFQRNLFYGQKNKYRAPRGKPAPASGDTQTPAKGSSVREPGRSGVEGPHSS. Result: 0 (no interaction). The miRNA is hsa-miR-6722-5p with sequence AGGCGCACCCGACCACAUGC.